From a dataset of Full USPTO retrosynthesis dataset with 1.9M reactions from patents (1976-2016). Predict the reactants needed to synthesize the given product. (1) Given the product [CH2:30]([O:29][C:25](=[O:28])[CH2:26][CH2:27][C:12]([C:11]1[CH:14]=[C:15]([I:21])[C:16]([O:17][CH2:18][CH2:19][CH3:20])=[C:9]([O:8][CH2:1][C:2]2[CH:3]=[CH:4][CH:5]=[CH:6][CH:7]=2)[CH:10]=1)=[O:13])[CH3:31], predict the reactants needed to synthesize it. The reactants are: [CH2:1]([O:8][C:9]1[CH:10]=[C:11]([CH:14]=[C:15]([I:21])[C:16]=1[O:17][CH2:18][CH2:19][CH3:20])[CH:12]=[O:13])[C:2]1[CH:7]=[CH:6][CH:5]=[CH:4][CH:3]=1.[C-]#N.[Na+].[C:25]([O:29][CH2:30][CH3:31])(=[O:28])[CH:26]=[CH2:27].[Na+].[Cl-]. (2) Given the product [Br:1][C:15]1[S:16][C:12]([C:10]([C:17]2[CH:18]=[CH:19][C:20]([C:21]([O:23][CH3:24])=[O:22])=[CH:25][CH:26]=2)([OH:9])[CH3:11])=[N:28][CH:30]=1, predict the reactants needed to synthesize it. The reactants are: [Br:1]N1C(=O)CCC1=O.[OH:9][C:10]([C:17]1[CH:26]=[CH:25][C:20]([C:21]([O:23][CH3:24])=[O:22])=[CH:19][CH:18]=1)([C:12]1[S:16][CH:15]=NC=1)[CH3:11].C[N:28]([CH:30]=O)C. (3) The reactants are: [CH2:1]([O:3][C:4]([C:6]1[CH:7]([C:25]2[CH:30]=[CH:29][C:28]([C:31]#[N:32])=[CH:27][C:26]=2[C:33]([O:35]C)=[O:34])[N:8]([CH3:24])[C:9](=[O:23])[N:10]([C:13]2[CH:18]=[CH:17][CH:16]=[C:15]([C:19]([F:22])([F:21])[F:20])[CH:14]=2)[C:11]=1[CH3:12])=[O:5])[CH3:2].[OH-].[Li+].O.Cl. Given the product [CH2:1]([O:3][C:4]([C:6]1[CH:7]([C:25]2[CH:30]=[CH:29][C:28]([C:31]#[N:32])=[CH:27][C:26]=2[C:33]([OH:35])=[O:34])[N:8]([CH3:24])[C:9](=[O:23])[N:10]([C:13]2[CH:18]=[CH:17][CH:16]=[C:15]([C:19]([F:20])([F:22])[F:21])[CH:14]=2)[C:11]=1[CH3:12])=[O:5])[CH3:2], predict the reactants needed to synthesize it. (4) Given the product [F:9][C:10]1[CH:11]=[C:12]([C@:17]2([CH2:30][N:31]3[C:35]([S:37][CH3:36])=[N:34][CH:33]=[N:32]3)[C@@H:19]([C:20]3[CH:25]=[CH:24][CH:23]=[CH:22][C:21]=3[C:26]([F:29])([F:27])[F:28])[O:18]2)[CH:13]=[CH:14][C:15]=1[F:16], predict the reactants needed to synthesize it. The reactants are: [Li+].CC([N-]C(C)C)C.[F:9][C:10]1[CH:11]=[C:12]([C@:17]2([CH2:30][N:31]3[CH:35]=[N:34][CH:33]=[N:32]3)[C@@H:19]([C:20]3[CH:25]=[CH:24][CH:23]=[CH:22][C:21]=3[C:26]([F:29])([F:28])[F:27])[O:18]2)[CH:13]=[CH:14][C:15]=1[F:16].[CH3:36][S:37]SC.[Cl-].[NH4+]. (5) Given the product [NH:28]1[C:29]2[C:34](=[CH:33][CH:32]=[CH:31][CH:30]=2)[C:26]([CH:24]=[N:23][NH:22][C:9]2[CH:8]=[C:7]([N:1]3[CH2:6][CH2:5][O:4][CH2:3][CH2:2]3)[N:12]3[N:13]=[C:14]([C:16]4[CH:21]=[N:20][CH:19]=[CH:18][N:17]=4)[CH:15]=[C:11]3[N:10]=2)=[CH:27]1, predict the reactants needed to synthesize it. The reactants are: [N:1]1([C:7]2[N:12]3[N:13]=[C:14]([C:16]4[CH:21]=[N:20][CH:19]=[CH:18][N:17]=4)[CH:15]=[C:11]3[N:10]=[C:9]([NH:22][NH2:23])[CH:8]=2)[CH2:6][CH2:5][O:4][CH2:3][CH2:2]1.[CH:24]([C:26]1[C:34]2[C:29](=[CH:30][CH:31]=[CH:32][CH:33]=2)[NH:28][CH:27]=1)=O.C(O)(=O)C. (6) Given the product [OH:19][C:17]1[C:16]2[C:11](=[C:12]([CH3:31])[CH:13]=[C:14]([O:29][CH3:30])[CH:15]=2)[N:10]=[C:9]([C:6]2[S:7][CH:8]=[C:4]([CH:1]([CH3:3])[CH3:2])[N:5]=2)[CH:18]=1, predict the reactants needed to synthesize it. The reactants are: [CH:1]([C:4]1[N:5]=[C:6]([C:9]2[CH:18]=[C:17]([O:19]CC3C=CC(OC)=CC=3)[C:16]3[C:11](=[C:12]([CH3:31])[CH:13]=[C:14]([O:29][CH3:30])[CH:15]=3)[N:10]=2)[S:7][CH:8]=1)([CH3:3])[CH3:2].[Cl-].[Cl-].[Cl-].[Cs+].[Cs+].[Cs+].[I-].[Na+].Cl.